Dataset: Forward reaction prediction with 1.9M reactions from USPTO patents (1976-2016). Task: Predict the product of the given reaction. (1) Given the reactants [NH2:1][C:2]1[CH:7]=[N:6][CH:5]=[CH:4][N:3]=1.C[Al](C)C.[C:12]([O:16][C:17]([NH:19][CH:20]([CH3:24])[C:21](O)=[O:22])=[O:18])([CH3:15])([CH3:14])[CH3:13], predict the reaction product. The product is: [C:12]([O:16][C:17](=[O:18])[NH:19][CH:20]([CH3:24])[C:21](=[O:22])[NH:1][C:2]1[CH:7]=[N:6][CH:5]=[CH:4][N:3]=1)([CH3:15])([CH3:13])[CH3:14]. (2) The product is: [F:27][C:28]1[CH:33]=[CH:32][C:31]([OH:37])=[C:30]([C:2]2[CH:7]=[C:6]([C:8]([F:11])([F:9])[F:10])[CH:5]=[C:4]([S:12]([NH:15][C:16]3[CH:25]=[CH:24][C:19]([C:20]([O:22][CH3:23])=[O:21])=[C:18]([OH:26])[CH:17]=3)(=[O:13])=[O:14])[CH:3]=2)[CH:29]=1. Given the reactants Br[C:2]1[CH:3]=[C:4]([S:12]([NH:15][C:16]2[CH:25]=[CH:24][C:19]([C:20]([O:22][CH3:23])=[O:21])=[C:18]([OH:26])[CH:17]=2)(=[O:14])=[O:13])[CH:5]=[C:6]([C:8]([F:11])([F:10])[F:9])[CH:7]=1.[F:27][C:28]1[CH:29]=[CH:30][C:31]([OH:37])=[C:32](B(O)O)[CH:33]=1, predict the reaction product. (3) Given the reactants CC1C=CC([NH:8][C:9](=[O:21])[C:10]2[CH:15]=[CH:14][N:13]=[C:12]([N:16]3[CH2:20][CH2:19][CH2:18][CH2:17]3)[CH:11]=2)=CC=1C1C=CC(C(O)=O)=CC=1.CN(C(ON1N=NC2C=CC=NC1=2)=[N+](C)C)C.F[P-](F)(F)(F)(F)F.C1C=CC2N(O)N=NC=2C=1.CCN(C(C)C)C(C)C, predict the reaction product. The product is: [N:16]1([C:12]2[CH:11]=[C:10]([CH:15]=[CH:14][N:13]=2)[C:9]([NH2:8])=[O:21])[CH2:20][CH2:19][CH2:18][CH2:17]1. (4) Given the reactants C(O[C:6](=O)[N:7]([CH2:9][C:10]1[CH:14]=[C:13]([S:15][C:16]2[CH:17]=[N:18][C:19]([Cl:22])=[CH:20][CH:21]=2)[N:12]([C:23]2[CH:28]=[CH:27][CH:26]=[CH:25][C:24]=2[Cl:29])[N:11]=1)C)(C)(C)C.C(OCC)(=O)C.Cl, predict the reaction product. The product is: [ClH:22].[Cl:29][C:24]1[CH:25]=[CH:26][CH:27]=[CH:28][C:23]=1[N:12]1[C:13]([S:15][C:16]2[CH:17]=[N:18][C:19]([Cl:22])=[CH:20][CH:21]=2)=[CH:14][C:10]([CH2:9][NH:7][CH3:6])=[N:11]1. (5) Given the reactants [NH2:1][C:2]1[CH:7]=[CH:6][C:5]([Cl:8])=[CH:4][C:3]=1[CH:9]([C:11]1[C:20]2[C:15](=[CH:16][CH:17]=[CH:18][CH:19]=2)[CH:14]=[CH:13][CH:12]=1)O.[C:21](O)(=[O:28])[CH:22]([CH2:24][C:25]([OH:27])=[O:26])[SH:23].[OH-].[Na+].O.[OH-].[Li+], predict the reaction product. The product is: [Cl:8][C:5]1[CH:6]=[CH:7][C:2]2[NH:1][C:21](=[O:28])[C@@H:22]([CH2:24][C:25]([OH:27])=[O:26])[S:23][C@H:9]([C:11]3[C:20]4[C:15](=[CH:16][CH:17]=[CH:18][CH:19]=4)[CH:14]=[CH:13][CH:12]=3)[C:3]=2[CH:4]=1. (6) Given the reactants C([O:5][C:6](=[O:43])[CH2:7][CH2:8][C@H:9]([NH:13][C:14]([C:16]1[CH:20]=[C:19]([O:21][CH2:22][C:23]([N:25]2[CH2:29][CH2:28][CH2:27][C@H:26]2[C:30](=[O:36])[NH:31][CH:32]2[CH2:35][CH2:34][CH2:33]2)=[O:24])[N:18]([C:37]2[CH:42]=[CH:41][CH:40]=[CH:39][CH:38]=2)[N:17]=1)=[O:15])[C:10](O)=[O:11])(C)(C)C.CCN(C(C)C)C(C)C.CN(C(ON1N=NC2C=CC=NC1=2)=[N+](C)C)C.F[P-](F)(F)(F)(F)F.[CH2:77]([O:79][C:80]([N:82]1[CH2:87][CH2:86][NH:85][C@H:84]([CH3:88])[CH2:83]1)=[O:81])[CH3:78], predict the reaction product. The product is: [CH2:77]([O:79][C:80]([N:82]1[CH2:87][CH2:86][N:85]([C:10](=[O:11])[C@@H:9]([NH:13][C:14]([C:16]2[CH:20]=[C:19]([O:21][CH2:22][C:23]([N:25]3[CH2:29][CH2:28][CH2:27][C@H:26]3[C:30](=[O:36])[NH:31][CH:32]3[CH2:33][CH2:34][CH2:35]3)=[O:24])[N:18]([C:37]3[CH:38]=[CH:39][CH:40]=[CH:41][CH:42]=3)[N:17]=2)=[O:15])[CH2:8][CH2:7][C:6]([OH:43])=[O:5])[C@H:84]([CH3:88])[CH2:83]1)=[O:81])[CH3:78]. (7) Given the reactants Br[CH2:2][C:3]([C:5]1[CH:10]=[CH:9][CH:8]=[C:7]([CH3:11])[CH:6]=1)=[O:4].[S-:12][C:13]#[N:14].[K+].O, predict the reaction product. The product is: [CH3:11][C:7]1[CH:6]=[C:5]([C:3](=[O:4])[CH2:2][S:12][C:13]#[N:14])[CH:10]=[CH:9][CH:8]=1. (8) Given the reactants [OH-].[Na+].[C:3]([O:7][C:8]([C:10]1[CH:11]=[CH:12][C:13]([CH3:36])=[C:14]([C:16]2[CH:17]=[C:18]3[C:24]([C:25]([O:27]C)=[O:26])=[C:23]([C:29]4[CH:34]=[CH:33][C:32]([F:35])=[CH:31][CH:30]=4)[O:22][C:19]3=[N:20][CH:21]=2)[CH:15]=1)=[O:9])([CH3:6])([CH3:5])[CH3:4], predict the reaction product. The product is: [C:3]([O:7][C:8]([C:10]1[CH:11]=[CH:12][C:13]([CH3:36])=[C:14]([C:16]2[CH:17]=[C:18]3[C:24]([C:25]([OH:27])=[O:26])=[C:23]([C:29]4[CH:30]=[CH:31][C:32]([F:35])=[CH:33][CH:34]=4)[O:22][C:19]3=[N:20][CH:21]=2)[CH:15]=1)=[O:9])([CH3:6])([CH3:5])[CH3:4].